This data is from Peptide-MHC class I binding affinity with 185,985 pairs from IEDB/IMGT. The task is: Regression. Given a peptide amino acid sequence and an MHC pseudo amino acid sequence, predict their binding affinity value. This is MHC class I binding data. (1) The peptide sequence is IMKVVNRWL. The MHC is HLA-A01:01 with pseudo-sequence HLA-A01:01. The binding affinity (normalized) is 0.0847. (2) The peptide sequence is KPKLARGEL. The MHC is HLA-B39:01 with pseudo-sequence HLA-B39:01. The binding affinity (normalized) is 0.398. (3) The peptide sequence is KSSPETQQM. The MHC is HLA-A32:01 with pseudo-sequence HLA-A32:01. The binding affinity (normalized) is 0.432. (4) The peptide sequence is SRARIKTRL. The MHC is HLA-B46:01 with pseudo-sequence HLA-B46:01. The binding affinity (normalized) is 0.0847.